Task: Predict the reactants needed to synthesize the given product.. Dataset: Full USPTO retrosynthesis dataset with 1.9M reactions from patents (1976-2016) (1) The reactants are: C(=O)([O-])[O-].[Na+].[Na+].[CH3:7][O:8][C:9]1[CH:23]=[C:22]([O:24][CH3:25])[CH:21]=[CH:20][C:10]=1[CH2:11][N:12]1[CH2:17][CH2:16][NH:15][C:14](=[O:18])[CH:13]1[CH3:19].F[B-](F)(F)F.[CH2:31]([O+](CC)CC)[CH3:32]. Given the product [CH3:7][O:8][C:9]1[CH:23]=[C:22]([O:24][CH3:25])[CH:21]=[CH:20][C:10]=1[CH2:11][N:12]1[CH:13]([CH3:19])[C:14]([O:18][CH2:31][CH3:32])=[N:15][CH2:16][CH2:17]1, predict the reactants needed to synthesize it. (2) Given the product [N:17]1([CH2:1][C:3]2[N:4]=[C:5]([C:12]([O:14][CH2:15][CH3:16])=[O:13])[N:6]3[CH:11]=[CH:10][CH:9]=[CH:8][C:7]=23)[CH2:22][CH2:21][O:20][CH2:19][CH2:18]1, predict the reactants needed to synthesize it. The reactants are: [CH:1]([C:3]1[N:4]=[C:5]([C:12]([O:14][CH2:15][CH3:16])=[O:13])[N:6]2[CH:11]=[CH:10][CH:9]=[CH:8][C:7]=12)=O.[NH:17]1[CH2:22][CH2:21][O:20][CH2:19][CH2:18]1.[BH-](OC(C)=O)(OC(C)=O)OC(C)=O.[Na+]. (3) Given the product [F:26][C:2]([F:27])([F:1])[C:3]1[CH:4]=[CH:5][C:6]([C:9]2[C:13]3[CH:14]=[CH:15][C:16]([C:31]#[C:30][CH2:29][CH2:28][OH:32])=[CH:17][C:12]=3[S:11][N:10]=2)=[CH:7][CH:8]=1, predict the reactants needed to synthesize it. The reactants are: [F:1][C:2]([F:27])([F:26])[C:3]1[CH:8]=[CH:7][C:6]([C:9]2[C:13]3[CH:14]=[CH:15][C:16](OS(C(F)(F)F)(=O)=O)=[CH:17][C:12]=3[S:11][N:10]=2)=[CH:5][CH:4]=1.[CH2:28]([OH:32])[CH2:29][C:30]#[CH:31]. (4) The reactants are: [Br:1][C:2]1[C:3](C)=[C:4]([CH:8]=[CH:9][CH:10]=1)C(O)=O.CN(C([O:19]N1N=NC2C=CC=CC1=2)=[N+](C)C)C.F[P-](F)(F)(F)(F)F.C1(N)CC1.CC[N:42]([CH:46]([CH3:48])C)[CH:43]([CH3:45])[CH3:44]. Given the product [Br:1][C:2]1[CH:3]=[CH:4][C:48]([C:46]([NH:42][CH:43]2[CH2:44][CH2:45]2)=[O:19])=[C:9]([CH3:8])[CH:10]=1, predict the reactants needed to synthesize it. (5) Given the product [N:1]1([C:6]2[CH:11]=[CH:10][C:9]([C:12]3[CH:17]=[CH:16][CH:15]=[CH:14][C:13]=3[C:18]3[NH:19][N:20]=[N:21][N:22]=3)=[CH:8][C:7]=2[NH:23][C:31](=[O:32])[CH2:30][C:27]2[CH:28]=[CH:29][C:24]([CH3:34])=[CH:25][CH:26]=2)[CH:5]=[CH:4][CH:3]=[N:2]1, predict the reactants needed to synthesize it. The reactants are: [N:1]1([C:6]2[CH:11]=[CH:10][C:9]([C:12]3[CH:17]=[CH:16][CH:15]=[CH:14][C:13]=3[C:18]3[NH:22][N:21]=[N:20][N:19]=3)=[CH:8][C:7]=2[NH2:23])[CH:5]=[CH:4][CH:3]=[N:2]1.[C:24]1([CH3:34])[CH:29]=[CH:28][C:27]([CH2:30][C:31](O)=[O:32])=[CH:26][CH:25]=1.CCN(C(C)C)C(C)C.C(P1(=O)OP(=O)(CCC)OP(=O)(CCC)O1)CC. (6) Given the product [Br:9][C:10]1[CH:11]=[C:12]([CH:28]([OH:29])[CH:27]([C:19]2[C:20]([O:25][CH3:26])=[CH:21][CH:22]=[C:23]([F:24])[C:18]=2[Cl:17])[CH3:30])[C:13]([F:16])=[N:14][CH:15]=1, predict the reactants needed to synthesize it. The reactants are: C([N-]C(C)C)(C)C.[Li+].[Br:9][C:10]1[CH:11]=[CH:12][C:13]([F:16])=[N:14][CH:15]=1.[Cl:17][C:18]1[C:23]([F:24])=[CH:22][CH:21]=[C:20]([O:25][CH3:26])[C:19]=1[CH:27]([CH3:30])[CH:28]=[O:29]. (7) Given the product [CH3:39][N:40]([CH3:41])[CH2:2][CH2:3][CH2:4][S:5]([N:8]1[CH2:13][CH2:12][CH:11]([C:14]2[C:22]3[C:17](=[C:18]([C:28]([NH2:30])=[O:29])[CH:19]=[C:20]([C:23]4[S:24][CH:25]=[CH:26][CH:27]=4)[CH:21]=3)[NH:16][N:15]=2)[CH2:10][CH2:9]1)(=[O:7])=[O:6], predict the reactants needed to synthesize it. The reactants are: Cl[CH2:2][CH2:3][CH2:4][S:5]([N:8]1[CH2:13][CH2:12][CH:11]([C:14]2[C:22]3[C:17](=[C:18]([C:28]([NH2:30])=[O:29])[CH:19]=[C:20]([C:23]4[S:24][CH:25]=[CH:26][CH:27]=4)[CH:21]=3)[NH:16][N:15]=2)[CH2:10][CH2:9]1)(=[O:7])=[O:6].C([O-])([O-])=O.[K+].[K+].[I-].[Na+].[CH3:39][NH:40][CH3:41]. (8) Given the product [Br:7][C:8]1[CH:9]=[C:10]([C:14]([OH:16])([CH2:1][CH2:2][CH2:3][CH3:4])[CH3:15])[CH:11]=[CH:12][CH:13]=1, predict the reactants needed to synthesize it. The reactants are: [CH2:1]([Mg]Cl)[CH2:2][CH2:3][CH3:4].[Br:7][C:8]1[CH:9]=[C:10]([C:14](=[O:16])[CH3:15])[CH:11]=[CH:12][CH:13]=1.